This data is from Peptide-MHC class I binding affinity with 185,985 pairs from IEDB/IMGT. The task is: Regression. Given a peptide amino acid sequence and an MHC pseudo amino acid sequence, predict their binding affinity value. This is MHC class I binding data. (1) The peptide sequence is FPTSCHMF. The MHC is HLA-B15:01 with pseudo-sequence HLA-B15:01. The binding affinity (normalized) is 0. (2) The peptide sequence is GQVPKFHL. The MHC is Mamu-B08 with pseudo-sequence Mamu-B08. The binding affinity (normalized) is 0.0622. (3) The peptide sequence is QVPLRPMTSK. The MHC is HLA-A11:01 with pseudo-sequence HLA-A11:01. The binding affinity (normalized) is 0.547.